Dataset: Reaction yield outcomes from USPTO patents with 853,638 reactions. Task: Predict the reaction yield, written as a fraction of the theoretical maximum amount of product (1.0 means a 100% yield; for example, 0.34 means a 34% yield). (1) The reactants are C(O)C.[OH-].[K+].[CH2:6]([N:12]([CH2:17][CH2:18][CH2:19][CH2:20][CH:21]=[CH2:22])CCC#N)[CH2:7][CH2:8][CH2:9][CH:10]=[CH2:11].O. The catalyst is C(Cl)(Cl)Cl. The product is [CH2:6]([NH:12][CH2:17][CH2:18][CH2:19][CH2:20][CH:21]=[CH2:22])[CH2:7][CH2:8][CH2:9][CH:10]=[CH2:11]. The yield is 0.210. (2) The reactants are [C:1]1([NH:7][C:8]2[CH:9]=[CH:10][C:11]([C:14]([NH:16][CH2:17][C:18]([OH:20])=O)=[O:15])=[N:12][CH:13]=2)[CH:6]=[CH:5][CH:4]=[CH:3][CH:2]=1.CCN(C(C)C)C(C)C.[CH:30]1[CH:31]=[CH:32][C:33]2N(O)N=[N:36][C:34]=2[CH:35]=1.CCN=C=NCCCN(C)C.[ClH:51].Cl.ClC1C=CC=CC=1O[CH:57]1[CH2:62][CH2:61][NH:60][CH2:59][CH2:58]1. The catalyst is CN(C=O)C.O. The product is [Cl:51][C:33]1[CH:32]=[CH:31][CH:30]=[CH:35][C:34]=1[NH:36][CH:57]1[CH2:62][CH2:61][N:60]([C:18](=[O:20])[CH2:17][NH:16][C:14]([C:11]2[CH:10]=[CH:9][C:8]([NH:7][C:1]3[CH:2]=[CH:3][CH:4]=[CH:5][CH:6]=3)=[CH:13][N:12]=2)=[O:15])[CH2:59][CH2:58]1. The yield is 0.530. (3) The reactants are C(Cl)(=O)C(Cl)=O.CS(C)=O.[CH2:11]([N:18]1[CH2:23][CH2:22][CH:21]([CH:24]([OH:33])[CH2:25][C:26]2[CH:31]=[CH:30][CH:29]=[CH:28][C:27]=2[F:32])[CH2:20][CH2:19]1)[C:12]1[CH:17]=[CH:16][CH:15]=[CH:14][CH:13]=1.C(N(CC)CC)C. The catalyst is ClCCl.O. The product is [CH2:11]([N:18]1[CH2:23][CH2:22][CH:21]([C:24](=[O:33])[CH2:25][C:26]2[CH:31]=[CH:30][CH:29]=[CH:28][C:27]=2[F:32])[CH2:20][CH2:19]1)[C:12]1[CH:13]=[CH:14][CH:15]=[CH:16][CH:17]=1. The yield is 0.730. (4) The reactants are [CH:1]1[C:13]2[NH:12][C:11]3[C:6](=[CH:7][CH:8]=[CH:9][CH:10]=3)[C:5]=2[CH:4]=[CH:3][C:2]=1[OH:14].[C:15](Cl)(=[O:17])[CH3:16]. The catalyst is CN(C=O)C.C(Cl)Cl. The product is [C:15]([O:14][C:2]1[CH:3]=[CH:4][C:5]2[C:6]3[C:11](=[CH:10][CH:9]=[CH:8][CH:7]=3)[NH:12][C:13]=2[CH:1]=1)(=[O:17])[CH3:16]. The yield is 0.710. (5) The reactants are [C:1]([CH2:3][C:4]1[C:8]2[CH:9]=[N:10][C:11]([NH:13][C:14]([NH:16][C@@H:17]([C:19]3[CH:24]=[CH:23][CH:22]=[CH:21][CH:20]=3)[CH3:18])=[O:15])=[CH:12][C:7]=2[N:6](C(C2C=CC=CC=2)(C2C=CC=CC=2)C2C=CC=CC=2)[N:5]=1)#[N:2].C(O)(C(F)(F)F)=O. No catalyst specified. The product is [C:1]([CH2:3][C:4]1[C:8]2[CH:9]=[N:10][C:11]([NH:13][C:14]([NH:16][C@@H:17]([C:19]3[CH:20]=[CH:21][CH:22]=[CH:23][CH:24]=3)[CH3:18])=[O:15])=[CH:12][C:7]=2[NH:6][N:5]=1)#[N:2]. The yield is 0.583. (6) The reactants are [N:1]1[C:10]2[C:5](=[CH:6][C:7]([C:11]([O:13][CH3:14])=[O:12])=[CH:8][CH:9]=2)[CH:4]=[CH:3][CH:2]=1.C1C=C(Cl)C=C(C(OO)=[O:23])C=1.C([O-])(O)=O.[Na+]. The catalyst is C(Cl)Cl. The product is [CH3:14][O:13][C:11]([C:7]1[CH:6]=[C:5]2[C:10](=[CH:9][CH:8]=1)[N+:1]([O-:23])=[CH:2][CH:3]=[CH:4]2)=[O:12]. The yield is 0.740. (7) The reactants are Br[C:2]1[CH:11]=[N:10][C:5]2=[N:6][CH:7]=[CH:8][N:9]=[C:4]2[CH:3]=1.B([O-])O[CH3:14].C(=O)([O-])[O-].[Cs+].[Cs+].C1(P(C2C=CC=CC=2)C2C=CC=CC=2)C=CC=CC=1.C(=O)([O-])O.[Na+]. The catalyst is O1CCOCC1. The product is [CH3:14][C:2]1[CH:11]=[N:10][C:5]2=[N:6][CH:7]=[CH:8][N:9]=[C:4]2[CH:3]=1. The yield is 0.600.